Dataset: Catalyst prediction with 721,799 reactions and 888 catalyst types from USPTO. Task: Predict which catalyst facilitates the given reaction. (1) Reactant: [CH3:1][N:2]([CH3:20])[CH2:3][C:4]1([C:14]2[CH:19]=[CH:18][CH:17]=[CH:16][CH:15]=2)[CH2:13][CH2:12][C:7]2(OCC[O:8]2)[CH2:6][CH2:5]1. Product: [CH3:20][N:2]([CH2:3][C:4]1([C:14]2[CH:15]=[CH:16][CH:17]=[CH:18][CH:19]=2)[CH2:5][CH2:6][C:7](=[O:8])[CH2:12][CH2:13]1)[CH3:1]. The catalyst class is: 82. (2) Reactant: [F:1][C:2]1[C:22]([F:23])=[CH:21][C:5]([NH:6][C:7]2[S:11][C:10]3[CH:12]=[CH:13][CH:14]=[CH:15][C:9]=3[C:8]=2[C:16]([O:18][CH2:19][CH3:20])=[O:17])=[C:4]([N+:24]([O-])=O)[CH:3]=1.[H][H]. Product: [NH2:24][C:4]1[CH:3]=[C:2]([F:1])[C:22]([F:23])=[CH:21][C:5]=1[NH:6][C:7]1[S:11][C:10]2[CH:12]=[CH:13][CH:14]=[CH:15][C:9]=2[C:8]=1[C:16]([O:18][CH2:19][CH3:20])=[O:17]. The catalyst class is: 849. (3) Reactant: [C:1]([C:5]1[CH:10]=[CH:9][C:8]([C:11]2[CH:12]=[CH:13][C:14]([O:30]C)=[C:15]3[C:20]=2[C:19]([CH2:21][CH:22]2[CH2:26][CH2:25][CH2:24][CH2:23]2)=[N:18][C:17]([C:27]([OH:29])=[O:28])=[CH:16]3)=[CH:7][CH:6]=1)([CH3:4])([CH3:3])[CH3:2].C(OCC)(=O)C. Product: [C:1]([C:5]1[CH:6]=[CH:7][C:8]([C:11]2[CH:12]=[CH:13][C:14]([OH:30])=[C:15]3[C:20]=2[C:19]([CH2:21][CH:22]2[CH2:23][CH2:24][CH2:25][CH2:26]2)=[N:18][C:17]([C:27]([OH:29])=[O:28])=[CH:16]3)=[CH:9][CH:10]=1)([CH3:4])([CH3:2])[CH3:3]. The catalyst class is: 3. (4) Reactant: [Cl:1][C:2]1[CH:7]=[CH:6][C:5]([S:8](Cl)(=[O:10])=[O:9])=[CH:4][C:3]=1[N+:12]([O-:14])=[O:13].[CH3:15][NH2:16].Cl. Product: [Cl:1][C:2]1[CH:7]=[CH:6][C:5]([S:8]([NH:16][CH3:15])(=[O:10])=[O:9])=[CH:4][C:3]=1[N+:12]([O-:14])=[O:13]. The catalyst class is: 20. (5) Reactant: [OH:1][B:2]1[C:6]2[CH:7]=[C:8]([NH:11][S:12]([C:15]3[CH:20]=[CH:19][CH:18]=[CH:17][C:16]=3[N+:21]([O-])=O)(=[O:14])=[O:13])[CH:9]=[CH:10][C:5]=2[CH2:4][O:3]1. Product: [NH2:21][C:16]1[CH:17]=[CH:18][CH:19]=[CH:20][C:15]=1[S:12]([NH:11][C:8]1[CH:9]=[CH:10][C:5]2[CH2:4][O:3][B:2]([OH:1])[C:6]=2[CH:7]=1)(=[O:13])=[O:14]. The catalyst class is: 256. (6) Reactant: C([O:3][C:4]([C:6]1[S:10][C:9]([N:11]=[N+:12]=[N-:13])=[N:8][C:7]=1[C:14]1[CH:19]=[CH:18][C:17]([C:20]([F:23])([F:22])[F:21])=[CH:16][CH:15]=1)=[O:5])C.O1CCCC1.O.[OH-].[Li+]. Product: [N:11]([C:9]1[S:10][C:6]([C:4]([OH:5])=[O:3])=[C:7]([C:14]2[CH:19]=[CH:18][C:17]([C:20]([F:23])([F:21])[F:22])=[CH:16][CH:15]=2)[N:8]=1)=[N+:12]=[N-:13]. The catalyst class is: 581. (7) Reactant: [CH3:1][O:2][C:3]1[C:8]([CH3:9])=[CH:7][C:6]([N+:10]([O-])=O)=[CH:5][N:4]=1. Product: [CH3:1][O:2][C:3]1[N:4]=[CH:5][C:6]([NH2:10])=[CH:7][C:8]=1[CH3:9]. The catalyst class is: 5.